From a dataset of Forward reaction prediction with 1.9M reactions from USPTO patents (1976-2016). Predict the product of the given reaction. (1) Given the reactants Br[C:2]1[N:6]2[C:7]3[C:12]([N:13]=[C:14]([CH3:15])[C:5]2=[C:4]([CH3:17])[N:3]=1)=[CH:11][CH:10]=[C:9]([F:16])[CH:8]=3.[Cl:18][C:19]1[CH:20]=[C:21](B(O)O)[CH:22]=[C:23]([Cl:25])[CH:24]=1.C([O-])([O-])=O.[K+].[K+], predict the reaction product. The product is: [Cl:18][C:19]1[CH:20]=[C:21]([C:2]2[N:6]3[C:7]4[C:12]([N:13]=[C:14]([CH3:15])[C:5]3=[C:4]([CH3:17])[N:3]=2)=[CH:11][CH:10]=[C:9]([F:16])[CH:8]=4)[CH:22]=[C:23]([Cl:25])[CH:24]=1. (2) Given the reactants [Cl:1][C:2]1[CH:7]=[CH:6][C:5]([S:8][CH2:9][CH2:10][NH:11][CH2:12][C:13]([O:15][C:16](C)(C)[CH3:17])=[O:14])=[CH:4][CH:3]=1.Cl, predict the reaction product. The product is: [Cl:1][C:2]1[CH:3]=[CH:4][C:5]([S:8][CH2:9][CH2:10][NH:11][CH2:12][C:13]([O:15][CH2:16][CH3:17])=[O:14])=[CH:6][CH:7]=1. (3) Given the reactants [F:1][C:2]([F:7])([F:6])[C:3]([OH:5])=[O:4].[F:8][C:9]([F:14])([F:13])[C:10]([OH:12])=[O:11].[OH:15][CH:16]1[CH2:21][CH2:20][N:19]([C:22]2[NH:23][C:24]([C:33]3[CH:38]=[CH:37][NH:36][C:35](=[O:39])[CH:34]=3)=[C:25]([C:27]3[CH:28]=[N:29][CH:30]=[CH:31][CH:32]=3)[N:26]=2)[CH2:18][CH2:17]1.O1CCCC1, predict the reaction product. The product is: [F:1][C:2]([F:7])([F:6])[C:3]([OH:5])=[O:4].[F:8][C:9]([F:14])([F:13])[C:10]([OH:12])=[O:11].[OH:15][CH:16]1[CH2:17][CH2:18][N:19]([C:22]2[NH:23][C:24]3[C:33]4[CH:38]=[CH:37][NH:36][C:35](=[O:39])[C:34]=4[C:32]4[C:27]([C:25]=3[N:26]=2)=[CH:28][N:29]=[CH:30][CH:31]=4)[CH2:20][CH2:21]1. (4) Given the reactants FC(F)(F)S(O[CH:7]([CH2:11][NH:12][C:13]([O:15][CH2:16][C:17]1[CH:22]=[CH:21][CH:20]=[CH:19][CH:18]=1)=[O:14])[CH:8]([F:10])[F:9])(=O)=O.[N-:25]=[N+:26]=[N-:27].[Na+], predict the reaction product. The product is: [N:25]([CH:7]([CH:8]([F:10])[F:9])[CH2:11][NH:12][C:13](=[O:14])[O:15][CH2:16][C:17]1[CH:22]=[CH:21][CH:20]=[CH:19][CH:18]=1)=[N+:26]=[N-:27]. (5) Given the reactants [C:1]([O:4][CH2:5][CH2:6][N:7]1[CH:16]=[CH:15][C:14]2[C:9](=[CH:10][CH:11]=[CH:12][C:13]=2[N+:17]([O-])=O)[C:8]1=[O:20])(=[O:3])[CH3:2], predict the reaction product. The product is: [C:1]([O:4][CH2:5][CH2:6][N:7]1[CH:16]=[CH:15][C:14]2[C:9](=[CH:10][CH:11]=[CH:12][C:13]=2[NH2:17])[C:8]1=[O:20])(=[O:3])[CH3:2].